From a dataset of Peptide-MHC class I binding affinity with 185,985 pairs from IEDB/IMGT. Regression. Given a peptide amino acid sequence and an MHC pseudo amino acid sequence, predict their binding affinity value. This is MHC class I binding data. (1) The peptide sequence is WPNNCGWKI. The MHC is HLA-B51:01 with pseudo-sequence HLA-B51:01. The binding affinity (normalized) is 0.253. (2) The MHC is HLA-A03:19 with pseudo-sequence HLA-A03:19. The binding affinity (normalized) is 0.695. The peptide sequence is SLYSGFPSL. (3) The peptide sequence is RSPRAHKY. The MHC is Mamu-A01 with pseudo-sequence Mamu-A01. The binding affinity (normalized) is 0.659. (4) The peptide sequence is AIHPFALLL. The MHC is HLA-A31:01 with pseudo-sequence HLA-A31:01. The binding affinity (normalized) is 0.0847. (5) The peptide sequence is YWMGGTTYF. The MHC is HLA-B39:01 with pseudo-sequence HLA-B39:01. The binding affinity (normalized) is 0.0847.